Dataset: Full USPTO retrosynthesis dataset with 1.9M reactions from patents (1976-2016). Task: Predict the reactants needed to synthesize the given product. (1) Given the product [F:1][C:2]1([C:31]2[CH:32]=[CH:33][C:34]([F:37])=[CH:35][CH:36]=2)[CH2:3][CH2:4][N:5]([C:8]([C:10]2[CH:11]=[N:12][C:13]3[N:14]([N:25]=[CH:26][C:27]=3[C:28]([NH:43][S:40]([CH2:38][CH3:39])(=[O:42])=[O:41])=[O:29])[C:15]=2[NH:16][C:17]2[CH:22]=[CH:21][C:20]([F:23])=[CH:19][C:18]=2[CH3:24])=[O:9])[CH2:6][CH2:7]1, predict the reactants needed to synthesize it. The reactants are: [F:1][C:2]1([C:31]2[CH:36]=[CH:35][C:34]([F:37])=[CH:33][CH:32]=2)[CH2:7][CH2:6][N:5]([C:8]([C:10]2[CH:11]=[N:12][C:13]3[N:14]([N:25]=[CH:26][C:27]=3[C:28](O)=[O:29])[C:15]=2[NH:16][C:17]2[CH:22]=[CH:21][C:20]([F:23])=[CH:19][C:18]=2[CH3:24])=[O:9])[CH2:4][CH2:3]1.[CH2:38]([S:40]([NH2:43])(=[O:42])=[O:41])[CH3:39]. (2) Given the product [Cl:7][C:8]1[C:12]([CH2:13][O:14][C:15]2[C:20]([F:21])=[CH:19][C:18]([CH2:22][CH2:23][CH2:24][OH:25])=[C:17]([F:29])[C:16]=2[F:30])=[C:11]([C:31]2[CH:32]=[CH:33][C:34]([CH2:37][CH3:38])=[CH:35][CH:36]=2)[S:10][N:9]=1, predict the reactants needed to synthesize it. The reactants are: [H-].[H-].[H-].[H-].[Li+].[Al+3].[Cl:7][C:8]1[C:12]([CH2:13][O:14][C:15]2[C:20]([F:21])=[CH:19][C:18]([CH2:22][CH2:23][C:24](OCC)=[O:25])=[C:17]([F:29])[C:16]=2[F:30])=[C:11]([C:31]2[CH:36]=[CH:35][C:34]([CH2:37][CH3:38])=[CH:33][CH:32]=2)[S:10][N:9]=1. (3) Given the product [F:53][CH:54]1[CH2:57][N:56]([C:21]2[N:20]=[C:19]([CH2:18][N:14]3[C@@H:13]([CH3:51])[C@@H:12]([C:4]4[CH:5]=[C:6]([C:8]([F:10])([F:9])[F:11])[CH:7]=[C:2]([F:1])[CH:3]=4)[O:16][C:15]3=[O:17])[C:24]([C:25]3[CH:26]=[C:27]([C:33]4[CH:45]=[CH:44][C:36]([C:37]([O:39][C:40]([CH3:41])([CH3:43])[CH3:42])=[O:38])=[CH:35][C:34]=4[CH3:46])[CH:28]=[N:29][C:30]=3[O:31][CH3:32])=[CH:23][N:22]=2)[CH2:55]1, predict the reactants needed to synthesize it. The reactants are: [F:1][C:2]1[CH:3]=[C:4]([C@H:12]2[O:16][C:15](=[O:17])[N:14]([CH2:18][C:19]3[C:24]([C:25]4[CH:26]=[C:27]([C:33]5[CH:45]=[CH:44][C:36]([C:37]([O:39][C:40]([CH3:43])([CH3:42])[CH3:41])=[O:38])=[CH:35][C:34]=5[CH3:46])[CH:28]=[N:29][C:30]=4[O:31][CH3:32])=[CH:23][N:22]=[C:21](S(C)(=O)=O)[N:20]=3)[C@H:13]2[CH3:51])[CH:5]=[C:6]([C:8]([F:11])([F:10])[F:9])[CH:7]=1.Cl.[F:53][CH:54]1[CH2:57][NH:56][CH2:55]1.C(N(CC)CC)C.